From a dataset of Forward reaction prediction with 1.9M reactions from USPTO patents (1976-2016). Predict the product of the given reaction. (1) Given the reactants [C:1]([O:5][C:6](=[O:18])[CH2:7][C:8]([C:10]1[CH:15]=[CH:14][N:13]=[C:12]([C:16]#[N:17])[CH:11]=1)=[O:9])(C)([CH3:3])[CH3:2].C(OC(C(F)(F)F)=O)(C(F)(F)F)=O, predict the reaction product. The product is: [CH3:2][C:1]1([CH3:3])[O:9][C:8]([C:10]2[CH:15]=[CH:14][N:13]=[C:12]([C:16]#[N:17])[CH:11]=2)=[CH:7][C:6](=[O:18])[O:5]1. (2) Given the reactants Br[C:2]1[CH:7]=[CH:6][C:5]([N:8]2[C:13]([CH3:14])=[CH:12][C:11]([O:15][CH2:16][C:17]3[CH:22]=[CH:21][C:20]([F:23])=[CH:19][C:18]=3[F:24])=[CH:10][C:9]2=[O:25])=[C:4]([CH3:26])[CH:3]=1.[CH2:27]([Sn](CCCC)(CCCC)C=C)[CH2:28]CC, predict the reaction product. The product is: [F:24][C:18]1[CH:19]=[C:20]([F:23])[CH:21]=[CH:22][C:17]=1[CH2:16][O:15][C:11]1[CH:12]=[C:13]([CH3:14])[N:8]([C:5]2[CH:6]=[CH:7][C:2]([CH:27]=[CH2:28])=[CH:3][C:4]=2[CH3:26])[C:9](=[O:25])[CH:10]=1.